This data is from HIV replication inhibition screening data with 41,000+ compounds from the AIDS Antiviral Screen. The task is: Binary Classification. Given a drug SMILES string, predict its activity (active/inactive) in a high-throughput screening assay against a specified biological target. (1) The compound is COc1c2c(cc3c1C(=O)c1c(O)cccc1C3=O)CC(O)CC2. The result is 0 (inactive). (2) The molecule is CC(C)(Oc1ccc(C(=O)c2ccc(Cl)cc2)cc1Cl)C(=O)N1CCN(c2ccccc2)CC1. The result is 0 (inactive). (3) The molecule is COc1ccc(C=C(C(=O)c2ccccc2)C(=O)c2ccccc2)cc1. The result is 0 (inactive). (4) The result is 0 (inactive). The drug is O=C1CC(c2ccc([N+](=O)[O-])cc2)=Nc2ccccc2N1. (5) The compound is O=C1Cc2c([nH]c3ccccc23)C2(CC3CCCCN13)OCCO2. The result is 0 (inactive). (6) The compound is COC(CC(=CCO[Si](C(C)C)(C(C)C)C(C)C)C(=O)N(C(=O)OC(C)(C)C)c1ccccc1I)OC. The result is 0 (inactive). (7) The drug is Nc1ccc(S(=O)(=O)S(=O)(=O)c2ccc(N)cc2)cc1. The result is 0 (inactive). (8) The molecule is N.O=C(O)c1cc(C(c2ccc(O)c(C(=O)O)c2)c2ccc(O)c(C(=O)O)c2)ccc1O. The result is 1 (active).